From a dataset of Catalyst prediction with 721,799 reactions and 888 catalyst types from USPTO. Predict which catalyst facilitates the given reaction. (1) The catalyst class is: 213. Reactant: [CH:1]([C:3]1[CH:11]=[CH:10][C:6]([C:7](O)=[O:8])=[CH:5][CH:4]=1)=[O:2].C(Cl)(=O)C([Cl:15])=O. Product: [CH:1]([C:3]1[CH:11]=[CH:10][C:6]([C:7]([Cl:15])=[O:8])=[CH:5][CH:4]=1)=[O:2]. (2) The catalyst class is: 33. Product: [Cl:1][C:2]1[CH:3]=[C:4]2[C:9](=[CH:10][C:11]=1[N:12]1[CH2:17][C:16]3=[C:18]([CH:24]4[CH2:25][CH2:26]4)[NH:19][C:20](=[O:22])[CH:21]=[C:15]3[NH:14][C:13]1=[O:27])[O:8][CH:7]([C:28]1[C:33]([F:34])=[CH:32][CH:31]=[CH:30][N:29]=1)[CH2:6][CH2:5]2. Reactant: [Cl:1][C:2]1[CH:3]=[C:4]2[C:9](=[CH:10][C:11]=1[N:12]1[CH2:17][C:16]3[C:18]([CH:24]4[CH2:26][CH2:25]4)=[N:19][C:20]([O:22]C)=[CH:21][C:15]=3[NH:14][C:13]1=[O:27])[O:8][CH:7]([C:28]1[C:33]([F:34])=[CH:32][CH:31]=[CH:30][N:29]=1)[CH2:6][CH2:5]2.[OH-].[Na+]. (3) Reactant: [C:1]([C:3]1[CH:4]=[C:5]([C:16]2[CH:21]=[CH:20][N:19]=[C:18]3[NH:22][C:23]([C:25]4[CH2:30][CH2:29][N:28](C(OC(C)(C)C)=O)[CH2:27][CH:26]=4)=[CH:24][C:17]=23)[CH:6]=[CH:7][C:8]=1[O:9][CH:10]1[CH2:15][CH2:14][O:13][CH2:12][CH2:11]1)#[N:2]. Product: [O:13]1[CH2:14][CH2:15][CH:10]([O:9][C:8]2[CH:7]=[CH:6][C:5]([C:16]3[CH:21]=[CH:20][N:19]=[C:18]4[NH:22][C:23]([C:25]5[CH2:30][CH2:29][NH:28][CH2:27][CH:26]=5)=[CH:24][C:17]=34)=[CH:4][C:3]=2[C:1]#[N:2])[CH2:11][CH2:12]1. The catalyst class is: 557. (4) Reactant: [Mg].BrC(Br)C.[CH2:6]([C:8]1[CH:13]=[C:12]([CH3:14])[CH:11]=[C:10]([CH2:15][CH3:16])[C:9]=1Br)[CH3:7].[C:18](OCC)(=[O:24])[C:19]([O:21][CH2:22][CH3:23])=[O:20].Cl. Product: [CH2:6]([C:8]1[CH:13]=[C:12]([CH3:14])[CH:11]=[C:10]([CH2:15][CH3:16])[C:9]=1[C:18](=[O:24])[C:19]([O:21][CH2:22][CH3:23])=[O:20])[CH3:7]. The catalyst class is: 7.